This data is from M1 muscarinic receptor antagonist screen with 61,756 compounds. The task is: Binary Classification. Given a drug SMILES string, predict its activity (active/inactive) in a high-throughput screening assay against a specified biological target. (1) The molecule is O1c2c(C(c3ccc(cc3)C)C(=C1N)C#N)cc1OCOc1c2. The result is 0 (inactive). (2) The drug is O(c1ccc(NC2=NC3(N=C(N2)N)CCCC3)cc1)CCCC. The result is 1 (active). (3) The molecule is O1CCN(CC1)c1c(NC(=O)c2cc(OC)ccc2)cccc1. The result is 0 (inactive).